This data is from Reaction yield outcomes from USPTO patents with 853,638 reactions. The task is: Predict the reaction yield, written as a fraction of the theoretical maximum amount of product (1.0 means a 100% yield; for example, 0.34 means a 34% yield). (1) The product is [Cl:1][C:2]1[CH:8]=[CH:7][C:5]([N:6]2[C:19]([C:21]3[CH:26]=[CH:25][C:24]([Cl:27])=[CH:23][CH:22]=3)=[CH:18][C:12]([C:13]([O:15][CH2:16][CH3:17])=[O:14])=[C:9]2[CH3:10])=[CH:4][CH:3]=1. The reactants are [Cl:1][C:2]1[CH:8]=[CH:7][C:5]([NH2:6])=[CH:4][CH:3]=1.[C:9]([CH:12]([CH2:18][C:19]([C:21]1[CH:26]=[CH:25][C:24]([Cl:27])=[CH:23][CH:22]=1)=O)[C:13]([O:15][CH2:16][CH3:17])=[O:14])(=O)[CH3:10].O.C1(C)C=CC(S(O)(=O)=O)=CC=1. The yield is 0.900. The catalyst is C1(C)C=CC=CC=1. (2) The reactants are [Br:1][C:2]1[CH:10]=[CH:9][C:5]([C:6]([OH:8])=[O:7])=[C:4]([CH3:11])[CH:3]=1.S(=O)(=O)(O)O.[CH2:17](O)[CH3:18]. No catalyst specified. The product is [CH2:17]([O:7][C:6](=[O:8])[C:5]1[CH:9]=[CH:10][C:2]([Br:1])=[CH:3][C:4]=1[CH3:11])[CH3:18]. The yield is 0.930. (3) The reactants are [NH2:1][C:2]([C@:4]1([CH3:33])[CH2:8][CH2:7][C@H:6]([C:9]2[CH:14]=[CH:13][C:12]([O:15][CH2:16][C:17]3[CH:22]=[CH:21][CH:20]=[CH:19][C:18]=3[F:23])=[C:11]([O:24][CH3:25])[CH:10]=2)[N:5]1C(OC(C)(C)C)=O)=[O:3].C([Cl:37])(C)=O. The catalyst is C(OCC)(=O)C.CO. The product is [ClH:37].[F:23][C:18]1[CH:19]=[CH:20][CH:21]=[CH:22][C:17]=1[CH2:16][O:15][C:12]1[CH:13]=[CH:14][C:9]([C@@H:6]2[NH:5][C@:4]([CH3:33])([C:2]([NH2:1])=[O:3])[CH2:8][CH2:7]2)=[CH:10][C:11]=1[O:24][CH3:25]. The yield is 0.840.